Dataset: Full USPTO retrosynthesis dataset with 1.9M reactions from patents (1976-2016). Task: Predict the reactants needed to synthesize the given product. (1) Given the product [CH3:21][O:20][C:17]1[CH:18]=[CH:19][C:14]([C@H:12]2[CH2:13][C@@H:11]2[CH2:10][O:9][C:3]2[C:2]([C:30]3[CH:31]=[N:32][NH:33][CH:34]=3)=[CH:7][N:6]=[C:5]([CH3:8])[N:4]=2)=[N:15][CH:16]=1, predict the reactants needed to synthesize it. The reactants are: Br[C:2]1[C:3]([O:9][CH2:10][C@H:11]2[CH2:13][C@@H:12]2[C:14]2[CH:19]=[CH:18][C:17]([O:20][CH3:21])=[CH:16][N:15]=2)=[N:4][C:5]([CH3:8])=[N:6][CH:7]=1.CC1(C)C(C)(C)OB([C:30]2[CH:31]=[N:32][N:33](C(OC(C)(C)C)=O)[CH:34]=2)O1.P([O-])([O-])([O-])=O.[K+].[K+].[K+].COC1C=CC=C(OC)C=1C1C=CC=CC=1P(C1CCCCC1)C1CCCCC1. (2) Given the product [CH3:34][C:35]1[CH:40]=[C:39]([NH:41][C:12](=[O:14])[C:11]2[CH:10]=[CH:9][C:8]([C:5]3[N:4]=[C:3]([C:2]([F:1])([F:18])[F:17])[O:7][N:6]=3)=[CH:16][CH:15]=2)[CH:38]=[CH:37][N:36]=1, predict the reactants needed to synthesize it. The reactants are: [F:1][C:2]([F:18])([F:17])[C:3]1[O:7][N:6]=[C:5]([C:8]2[CH:16]=[CH:15][C:11]([C:12]([OH:14])=O)=[CH:10][CH:9]=2)[N:4]=1.CN(C(F)=[N+](C)C)C.F[P-](F)(F)(F)(F)F.[CH3:34][C:35]1[CH:40]=[C:39]([NH2:41])[CH:38]=[CH:37][N:36]=1.CCN(C(C)C)C(C)C. (3) Given the product [C:29]([C@H:25]1[CH2:26][CH2:27][CH2:28][N:24]1[C:22](=[O:23])[CH2:21][O:20][NH:19][C:17](=[O:18])[NH:16][N:12]1[CH2:13][CH2:14][CH2:15][CH:11]1[C:9]([OH:10])=[O:8])([OH:31])=[O:30], predict the reactants needed to synthesize it. The reactants are: C([O:8][C:9]([CH:11]1[CH2:15][CH2:14][CH2:13][N:12]1[NH:16][C:17]([NH:19][O:20][CH2:21][C:22]([N:24]1[CH2:28][CH2:27][CH2:26][C@@H:25]1[C:29]([O:31]CC1C=CC=CC=1)=[O:30])=[O:23])=[O:18])=[O:10])C1C=CC=CC=1. (4) Given the product [N+:9]([C:8]1[CH:7]=[CH:6][CH:5]=[C:3]2[C:2]=1[CH:1]=[N:12][NH:4]2)([O-:11])=[O:10], predict the reactants needed to synthesize it. The reactants are: [CH3:1][C:2]1[C:8]([N+:9]([O-:11])=[O:10])=[CH:7][CH:6]=[CH:5][C:3]=1[NH2:4].[N:12]([O-])=O.[Na+].